From a dataset of Catalyst prediction with 721,799 reactions and 888 catalyst types from USPTO. Predict which catalyst facilitates the given reaction. (1) Reactant: [OH:1][C:2]1[C:3]2[O:21][N:20]=[C:19]([C:22]3[CH:27]=[CH:26][CH:25]=[CH:24][CH:23]=3)[C:4]=2[C:5]([C:13]#[C:14][Si](C)(C)C)=[N:6][C:7]=1[C:8]([O:10][CH2:11][CH3:12])=[O:9].C(=O)([O-])[O-].[Cs+].[Cs+]. Product: [C:13]([C:5]1[C:4]2[C:19]([C:22]3[CH:27]=[CH:26][CH:25]=[CH:24][CH:23]=3)=[N:20][O:21][C:3]=2[C:2]([OH:1])=[C:7]([C:8]([O:10][CH2:11][CH3:12])=[O:9])[N:6]=1)#[CH:14]. The catalyst class is: 271. (2) Reactant: [C:1]1([C@@H:7]2[CH2:9][C@H:8]2[CH:10]=[N:11][OH:12])[CH:6]=[CH:5][CH:4]=[CH:3][CH:2]=1.[Cl:13]N1C(=O)CCC1=O. Product: [OH:12][N:11]=[C:10]([Cl:13])[C@@H:8]1[CH2:9][C@H:7]1[C:1]1[CH:6]=[CH:5][CH:4]=[CH:3][CH:2]=1. The catalyst class is: 3.